Dataset: Full USPTO retrosynthesis dataset with 1.9M reactions from patents (1976-2016). Task: Predict the reactants needed to synthesize the given product. (1) Given the product [CH3:10][S:11][C:2]1[C:3]([C:8]#[N:9])=[N:4][CH:5]=[CH:6][CH:7]=1, predict the reactants needed to synthesize it. The reactants are: F[C:2]1[C:3]([C:8]#[N:9])=[N:4][CH:5]=[CH:6][CH:7]=1.[CH3:10][S-:11].[Na+].O. (2) Given the product [CH3:15][O:16][C:17]1[CH:18]=[CH:19][C:20]([C:21]([NH:23][C:24]2[C:25]([NH:30][C:6](=[O:8])[CH2:5][CH2:4][CH2:3][C:2](=[O:1])[N:9]3[CH2:14][CH2:13][O:12][CH2:11][CH2:10]3)=[CH:26][CH:27]=[CH:28][CH:29]=2)=[O:22])=[CH:31][CH:32]=1, predict the reactants needed to synthesize it. The reactants are: [O:1]=[C:2]([N:9]1[CH2:14][CH2:13][O:12][CH2:11][CH2:10]1)[CH2:3][CH2:4][CH2:5][C:6]([OH:8])=O.[CH3:15][O:16][C:17]1[CH:32]=[CH:31][C:20]([C:21]([NH:23][C:24]2[C:25]([NH2:30])=[CH:26][CH:27]=[CH:28][CH:29]=2)=[O:22])=[CH:19][CH:18]=1. (3) Given the product [Br:1][C:2]1[CH:3]=[CH:4][C:5]2[C:9]([CH:10]=1)=[N:8][N:7]([C:11]1[CH:16]=[CH:15][C:14]([F:17])=[CH:13][CH:12]=1)[C:6]=2[C:19]#[N:20], predict the reactants needed to synthesize it. The reactants are: [Br:1][C:2]1[CH:3]=[CH:4][C:5]2[C:9]([CH:10]=1)=[N:8][N:7]([C:11]1[CH:16]=[CH:15][C:14]([F:17])=[CH:13][CH:12]=1)[C:6]=2Cl.[C-:19]#[N:20].[Na+]. (4) Given the product [Br:1][C:2]1[CH:3]=[N:4][CH:5]=[C:6]([N+:9]([O-:11])=[O:10])[C:7]=1[NH:13][NH2:14], predict the reactants needed to synthesize it. The reactants are: [Br:1][C:2]1[CH:3]=[N:4][CH:5]=[C:6]([N+:9]([O-:11])=[O:10])[C:7]=1Cl.O.[NH2:13][NH2:14]. (5) Given the product [CH3:58][O:57][C:54]([C:55]1[CH:53]=[CH:52][C:39]2=[C:38]([CH:44]=1)[O:18][CH2:19][C:20]1[CH:45]=[CH:46][CH:47]=[CH:48][C:41]=1/[C:40]/2=[C:49](/[C:50]#[N:51])\[CH3:1])=[O:56].[CH3:58][O:57][C:54]([C:55]1[CH:53]=[CH:52][C:39]2=[C:38]([CH:44]=1)[O:18][CH2:19][C:20]1[CH:45]=[CH:46][CH:47]=[CH:48][C:41]=1/[C:40]/2=[C:49](\[C:50]#[N:51])/[CH3:9])=[O:56], predict the reactants needed to synthesize it. The reactants are: [CH:1]([N-]C(C)C)(C)C.[Li+].[C:9](#N)CC.P(Cl)([O:18][CH2:19][CH3:20])(OCC)=O.C(C1N(CC2[CH:53]=[CH:52][C:39]3/[C:40](=[CH:49]/[C:50]#[N:51])/[C:41]4[CH:48]=[CH:47][CH:46]=[CH:45]C=4C[CH2:44][C:38]=3C=2)C2=NC(C)=CC(C)=C2N=1)C.[C:54]([O:57][CH2:58]C)(=[O:56])[CH3:55]. (6) Given the product [CH:1]([O:4][C:5]1[CH:12]=[CH:11][C:8]([CH:27]([O:26][CH3:25])[C:28]([OH:23])=[O:13])=[CH:7][CH:6]=1)([CH3:3])[CH3:2], predict the reactants needed to synthesize it. The reactants are: [CH:1]([O:4][C:5]1[CH:12]=[CH:11][C:8](C=O)=[CH:7][CH:6]=1)([CH3:3])[CH3:2].[OH-:13].[K+].C(Br)(Br)Br.[OH-].[K+].CO.[O:23]1[CH2:28][CH2:27][O:26][CH2:25]C1.